Dataset: Experimentally validated miRNA-target interactions with 360,000+ pairs, plus equal number of negative samples. Task: Binary Classification. Given a miRNA mature sequence and a target amino acid sequence, predict their likelihood of interaction. (1) The miRNA is mmu-miR-871-3p with sequence UGACUGGCACCAUUCUGGAUAAU. The protein sequence of the target gene is MAYPFQLGLQDATSPIMEELMNFHDHTLMIVFLISSLVLYIISLMLTTKLTHTSTMDAQEVETIWTILPAVILIMIALPSLRILYMMDEINNPVLTVKTMGHQWYWSYEYTDYEDLCFDSYMIPTNDLKPGELRLLEVDNRVVLPMELPIRMLISSEDVLHSWAVPSLGLKTDAIPGRLNQATVTSNRPGLFYGQCSEICGSNHSFMPIVLEMVPLKYFENWSASMI. Result: 0 (no interaction). (2) The miRNA is mmu-miR-717 with sequence CUCAGACAGAGAUACCUUCUCU. The protein sequence of the target gene is MRLIQNMCTIAEYPAPGNAAASDCCVGAAGRRLVKIAVVGASGVGKTALVVRFLTKRFIGDYERNAGNLYTRQVQIEGETLALQVQDTPGIQVHENSLSCSEQLNRCIRWADAVVIVFSITDYKSYELISQLHQHVQQLHLGTRLPVVVVANKADLLHIKQVDPQLGLQLASMLGCSFYEVSVSENYNDVYSAFHVLCKEVSHKQQPSSTPEKRRTSLIPRPKSPNMQDLKRRFKQALSAKVRTVTSV. Result: 0 (no interaction). (3) The miRNA is hsa-miR-6758-3p with sequence ACUCAUUCUCCUCUGUCCAG. The protein sequence of the target gene is MAASPVLPTEDGEGFLGIDDLHFSLQAEQEDTQKKTFTCWINSQLAKHTPPSVVSDLFADIKKGHVLLDLLEVLSGQQLPRDKGSNTFQCRINIEHALTFLKNRSIKLINIHVADIVEGNPSIILGLIWTIILHFHIEKLAQTLSCDYNQPSPEVVSVAASSPTSSPPTKKCSKAQAQARWQWSAKKALLQWAQEQCARSESVNVTDFKSSWRNGMAFLAVIHALRPDLIDMDSMRHRSNKDNLKEAFRIAEHELKIPKLLEPEDVDVVNPDEKSIMTYVAQFLKYSKDAPGPGDSTQAK.... Result: 0 (no interaction). (4) The miRNA is hsa-miR-3677-3p with sequence CUCGUGGGCUCUGGCCACGGCC. The protein sequence of the target gene is MIEDSGKRGNTMAERRQLFAEMRAQDLDRIRLSTYRTACKLRFVQKKCNLHLVDIWNVIEALRENALNNLDPNTELNVSRLEAVLSTIFYQLNKRMPTTHQIHVEQSISLLLNFLLAAFDPEGHGKISVFAVKMALATLCGGKIMDKLRYIFSMISDSSGVMVYGRYDQFLREVLKLPTAVFEGPSFGYTEQSARSCFSQQKKVTLNGFLDTLMSDPPPQCLVWLPLLHRLANVENVFHPVECSYCHSESMMGFRYRCQQCHNYQLCQDCFWRGHAGGSHSNQHQMKEYTSWKSPAKKLT.... Result: 0 (no interaction). (5) Result: 0 (no interaction). The miRNA is hsa-miR-649 with sequence AAACCUGUGUUGUUCAAGAGUC. The protein sequence of the target gene is MSGLDGVKRTTPLQTHSIIISDQVPSDQDAHQYLRLRDQSEATQVMAEPGEGGSETVALPPPPPSEEGGVPQDAAGRGGTPQIRVVGGRGHVAIKAGQEEGQPPAEGLAAASVVMAADRSLKKGVQGGEKALEICGAQRSASELTAGAEAEAEEVKTGKCATVSAAVAERESAEVVKEGLAEKEVMEEQMEVEEQPPEGEEIEVAEEDRLEEEAREEEGPWPLHEALRMDPLEAIQLELDTVNAQADRAFQQLEHKFGRMRRHYLERRNYIIQNIPGFWMTAFRNHPQLSAMIRGQDAEM.... (6) The miRNA is hsa-miR-4775 with sequence UUAAUUUUUUGUUUCGGUCACU. The protein sequence of the target gene is MSTGFSFGSGTLGSTTVAAGGTSTGGVFSFGTGASSNPSVGLNFGNLGSTSTPATTSAPSSGFGTGLFGSKPATGFTLGGTNTGIATTITTGLTLGTPATTSAATTGFSLGFNKPAASATPFALPITSTSASGLTLSSALTSTPAASTGFTLNNLGGTTATTTTASTGLSLGGALAGLGGSLFQSTNTGTSGLGQNALGLTLGTTAATSTAGNEGLGGIDFSSSSDKKSDKTGTRPEDSKALKDENLPPVICQDVENLQKFVKEQKQVQEEISRMSSKAMLKVQEDIKALKQLLSLAANG.... Result: 1 (interaction). (7) The miRNA is mmu-miR-6380 with sequence UGUAAGUGCUUUUAACUGCUGAGC. The protein sequence of the target gene is MNFSVITCPNGGTNQGLLPYLMALDQYQLEEFKLCLEPQQLMDFWSAPQGHFPRIPWANLRAADPLNLSFLLDEHFPKGQAWKVVLGIFQTMNLTSLCEKVRAEMKENVQTQELQDPTQEDLEMLEAAAGNMQTQGCQDPNQEELDELEEETGNVQAQGCQDPNQEEPEMLEEADHRRKYRENMKAELLETWDNISWPKDHVYIRNTSKDEHEELQRLLDPNRTRAQAQTIVLVGRAGVGKTTLAMQAMLHWANGVLFQQRFSYVFYLSCHKIRYMKETTFAELISLDWPDFDAPIEEFM.... Result: 0 (no interaction). (8) The miRNA is mmu-miR-543-3p with sequence AAACAUUCGCGGUGCACUUCUU. The protein sequence of the target gene is MSVACVLKRKAVLWQDSFSPHLKHHPQEPANPNMPVVLTSGTGSQAQPQPAANQALAAGTHSSPVPGSIGVAGRSQDDAMVDYFFQRQHGEQLGGGGSGGGGYNTSKHRWPTGDNIHAEHQVRSMDELNHDFQALALEGRAMGEQLLPGKKFWETDESSKDGPKGIFLGDQWRDSAWGTSDHSVSQPIMVQRRPGQSFHVNSEVNSVLSPRSESGGLGVSMVEYVLSSSPGDSCLRKGGFGPRDADSDENDKGEKKNKGTFDGDKLGDLKEEGDVMDKTNGLPVQNGIDADVKDFSRTPG.... Result: 0 (no interaction). (9) The miRNA is hsa-miR-5698 with sequence UGGGGGAGUGCAGUGAUUGUGG. The protein sequence of the target gene is MLDIKAWAEYVVEWAAKDPYGFLTTVILALTPLFLASAVLSWKLAKMIEAREKEQKKKQKRQENIAKAKRLKKD. Result: 0 (no interaction).